Dataset: Peptide-MHC class II binding affinity with 134,281 pairs from IEDB. Task: Regression. Given a peptide amino acid sequence and an MHC pseudo amino acid sequence, predict their binding affinity value. This is MHC class II binding data. The peptide sequence is HELQIVDKIDAAFKI. The MHC is DRB1_0101 with pseudo-sequence DRB1_0101. The binding affinity (normalized) is 0.596.